The task is: Predict the reaction yield, written as a fraction of the theoretical maximum amount of product (1.0 means a 100% yield; for example, 0.34 means a 34% yield).. This data is from Reaction yield outcomes from USPTO patents with 853,638 reactions. (1) The reactants are [NH2:1][C:2]1[CH:3]=[C:4]([CH:21]=[CH:22][CH:23]=1)[O:5][C:6]1[CH:7]=[CH:8][C:9]2[N:10]([CH:12]=[C:13]([NH:15][C:16]([CH:18]3[CH2:20][CH2:19]3)=[O:17])[N:14]=2)[N:11]=1.[F:24][C:25]([F:36])([F:35])[C:26]1[CH:34]=[CH:33][C:29]([C:30](O)=[O:31])=[CH:28][CH:27]=1.Cl.CN(C)CCCN=C=NCC.ON1C2C=CC=CC=2N=N1. The catalyst is CN(C)C=O. The product is [CH:18]1([C:16]([NH:15][C:13]2[N:14]=[C:9]3[CH:8]=[CH:7][C:6]([O:5][C:4]4[CH:3]=[C:2]([NH:1][C:30](=[O:31])[C:29]5[CH:33]=[CH:34][C:26]([C:25]([F:24])([F:35])[F:36])=[CH:27][CH:28]=5)[CH:23]=[CH:22][CH:21]=4)=[N:11][N:10]3[CH:12]=2)=[O:17])[CH2:20][CH2:19]1. The yield is 0.680. (2) The reactants are [OH:1][CH2:2][CH2:3][O:4][CH2:5][CH2:6][O:7][CH2:8][CH2:9][O:10][CH2:11][CH2:12][C:13]([O:15][C:16]([CH3:19])([CH3:18])[CH3:17])=[O:14].[CH3:20][C:21]1[CH:26]=[CH:25][C:24]([S:27](Cl)(=[O:29])=[O:28])=[CH:23][CH:22]=1. The catalyst is N1C=CC=CC=1. The product is [S:27]([O:1][CH2:2][CH2:3][O:4][CH2:5][CH2:6][O:7][CH2:8][CH2:9][O:10][CH2:11][CH2:12][C:13]([O:15][C:16]([CH3:19])([CH3:18])[CH3:17])=[O:14])([C:24]1[CH:25]=[CH:26][C:21]([CH3:20])=[CH:22][CH:23]=1)(=[O:29])=[O:28]. The yield is 0.900. (3) The product is [CH3:1][C:2]1[CH:3]=[C:4]([CH:7]=[CH:8][CH:9]=1)[CH:5]=[CH:11][C:10]([O:16][CH2:17][CH3:18])=[O:15]. The yield is 0.880. No catalyst specified. The reactants are [CH3:1][C:2]1[CH:3]=[C:4]([CH:7]=[CH:8][CH:9]=1)[CH:5]=O.[C:10]([O:16][CH2:17][CH3:18])(=[O:15])[CH2:11]C([O-])=O. (4) The reactants are [F:1][C:2]1[CH:3]=[C:4]([CH:14]([NH:16][C:17]([C:19]2[N:20]=[C:21](Cl)[O:22][CH:23]=2)=[O:18])[CH3:15])[CH:5]=[C:6]([F:13])[C:7]=1[NH:8][S:9]([CH3:12])(=[O:11])=[O:10].[F:25][C:26]([F:35])([F:34])[C:27]1[CH:28]=[C:29]([CH:31]=[CH:32][CH:33]=1)[NH2:30].CC([O-])(C)C.[K+].C1(P(C2C=CC=CC=2)C2C=CC3C(=CC=CC=3)C=2C2C3C(=CC=CC=3)C=CC=2P(C2C=CC=CC=2)C2C=CC=CC=2)C=CC=CC=1. The catalyst is CCOC(C)=O.CC([O-])=O.CC([O-])=O.[Pd+2].CN(C=O)C. The product is [F:1][C:2]1[CH:3]=[C:4]([CH:14]([NH:16][C:17]([C:19]2[N:20]=[C:21]([NH:30][C:29]3[CH:31]=[CH:32][CH:33]=[C:27]([C:26]([F:25])([F:34])[F:35])[CH:28]=3)[O:22][CH:23]=2)=[O:18])[CH3:15])[CH:5]=[C:6]([F:13])[C:7]=1[NH:8][S:9]([CH3:12])(=[O:11])=[O:10]. The yield is 0.0750. (5) The reactants are [Si]([O:8][C:9]([CH3:40])([CH3:39])[CH2:10][N:11]1[CH:15]=[C:14]([C:16]2[CH:37]=[CH:36][C:19]3[C:20]4[N:21]([CH:25]=[C:26]([C:28]5[N:32]([CH:33]([CH3:35])[CH3:34])[N:31]=[CH:30][N:29]=5)[N:27]=4)[CH2:22][CH2:23][O:24][C:18]=3[CH:17]=2)[N:13]=[C:12]1[CH3:38])(C(C)(C)C)(C)C.[F-].C([N+](CCCC)(CCCC)CCCC)CCC. The catalyst is C1COCC1. The product is [CH:33]([N:32]1[C:28]([C:26]2[N:27]=[C:20]3[C:19]4[CH:36]=[CH:37][C:16]([C:14]5[N:13]=[C:12]([CH3:38])[N:11]([CH2:10][C:9]([CH3:40])([OH:8])[CH3:39])[CH:15]=5)=[CH:17][C:18]=4[O:24][CH2:23][CH2:22][N:21]3[CH:25]=2)=[N:29][CH:30]=[N:31]1)([CH3:35])[CH3:34]. The yield is 0.360. (6) The reactants are [CH3:1][N:2]([S:21]([C:24]1[CH:29]=[CH:28][CH:27]=[CH:26][N:25]=1)(=[O:23])=[O:22])[C:3]1[CH:4]=[CH:5][CH:6]=[C:7]2[C:11]=1[NH:10][C:9]([C:12]1[S:13][CH:14]([CH2:17][C:18](O)=[O:19])[CH2:15][N:16]=1)=[CH:8]2.C[N:31](C)C=O.Cl.CN(C)CCCN=C=NCC. The catalyst is C(OCC)(=O)C. The product is [CH3:1][N:2]([S:21]([C:24]1[CH:29]=[CH:28][CH:27]=[CH:26][N:25]=1)(=[O:22])=[O:23])[C:3]1[CH:4]=[CH:5][CH:6]=[C:7]2[C:11]=1[NH:10][C:9]([C:12]1[S:13][CH:14]([CH2:17][C:18]([NH2:31])=[O:19])[CH2:15][N:16]=1)=[CH:8]2. The yield is 0.790. (7) The reactants are [H-].[Al+3].[Li+].[H-].[H-].[H-].[CH3:7][O:8][C:9]1[CH:14]=[CH:13][CH:12]=[CH:11][C:10]=1[P:15]([C:17]1[CH:22]=[CH:21][CH:20]=[CH:19][CH:18]=1)Cl.[H-].O. The catalyst is CCOCC. The product is [CH3:7][O:8][C:9]1[CH:14]=[CH:13][CH:12]=[CH:11][C:10]=1[PH:15][C:17]1[CH:22]=[CH:21][CH:20]=[CH:19][CH:18]=1. The yield is 0.820. (8) The reactants are [CH3:1][O:2][C:3]1[CH:4]=[C:5]2[C:10](=[CH:11][C:12]=1[O:13][CH3:14])[N:9]=[CH:8][CH:7]=[C:6]2[O:15][C:16]1[C:22]([CH3:23])=[CH:21][C:19]([NH2:20])=[C:18]([CH3:24])[CH:17]=1.C1(C)C=CC=CC=1.C(N(CC)CC)C.Cl[C:40](Cl)([O:42]C(=O)OC(Cl)(Cl)Cl)Cl.[F:51][C:52]1[CH:60]=[CH:59][C:55]([CH:56]([OH:58])[CH3:57])=[CH:54][CH:53]=1. The catalyst is C(Cl)Cl. The product is [CH3:1][O:2][C:3]1[CH:4]=[C:5]2[C:10](=[CH:11][C:12]=1[O:13][CH3:14])[N:9]=[CH:8][CH:7]=[C:6]2[O:15][C:16]1[C:22]([CH3:23])=[CH:21][C:19]([NH:20][C:40](=[O:42])[O:58][CH:56]([C:55]2[CH:59]=[CH:60][C:52]([F:51])=[CH:53][CH:54]=2)[CH3:57])=[C:18]([CH3:24])[CH:17]=1. The yield is 0.640. (9) The reactants are [C:1](=O)([O-])[O-].[Cs+].[Cs+].[F:7][C:8]([F:23])([F:22])[C:9]1[CH:10]=[C:11]([C:16]2[CH:17]=[N:18][CH:19]=[CH:20][CH:21]=2)[C:12]([OH:15])=[N:13][CH:14]=1.[CH3:24][O:25][C:26](=[O:45])[CH2:27][CH2:28][C:29]1[CH:34]=[CH:33][C:32]([O:35][CH2:36][CH2:37][C@@H:38](OS(C)(=O)=O)[CH3:39])=[CH:31][CH:30]=1. The catalyst is CN(C=O)C. The product is [CH3:24][O:25][C:26](=[O:45])[CH2:27][CH2:28][C:29]1[CH:34]=[CH:33][C:32]([O:35][CH2:36][CH2:37][C@@H:38]([O:15][C:12]2[C:11]([C:16]3[CH:17]=[N:18][CH:19]=[CH:20][CH:21]=3)=[CH:10][C:9]([C:8]([F:7])([F:22])[F:23])=[CH:14][N:13]=2)[CH3:39])=[CH:31][C:30]=1[CH3:1]. The yield is 0.520. (10) The reactants are [CH2:1]([O:3][C:4](=[O:29])[CH2:5][CH2:6][CH2:7][O:8][C:9]1[CH:14]=[CH:13][CH:12]=[C:11]([CH2:15][CH2:16][CH2:17][CH2:18][CH2:19][CH2:20][SH:21])[C:10]=1[CH2:22][CH2:23][C:24]([O:26][CH2:27][CH3:28])=[O:25])[CH3:2].[Br:30][C:31]1[CH:32]=[C:33]([N+]([O-])=O)[CH:34]=[C:35]([Br:37])[CH:36]=1.C([O-])([O-])=O.[Cs+].[Cs+]. The catalyst is CS(C)=O.CCOC(C)=O. The product is [CH2:1]([O:3][C:4](=[O:29])[CH2:5][CH2:6][CH2:7][O:8][C:9]1[CH:14]=[CH:13][CH:12]=[C:11]([CH2:15][CH2:16][CH2:17][CH2:18][CH2:19][CH2:20][S:21][C:33]2[CH:32]=[C:31]([Br:30])[CH:36]=[C:35]([Br:37])[CH:34]=2)[C:10]=1[CH2:22][CH2:23][C:24]([O:26][CH2:27][CH3:28])=[O:25])[CH3:2]. The yield is 0.720.